Dataset: Full USPTO retrosynthesis dataset with 1.9M reactions from patents (1976-2016). Task: Predict the reactants needed to synthesize the given product. (1) Given the product [S:2]([C:5]1[CH:6]=[CH:7][C:8]([O:14][C:15]([F:16])([F:17])[F:18])=[C:9]([CH:13]=1)[C:10]([OH:12])=[O:11])([OH:4])=[O:3], predict the reactants needed to synthesize it. The reactants are: Cl[S:2]([C:5]1[CH:6]=[CH:7][C:8]([O:14][C:15]([F:18])([F:17])[F:16])=[C:9]([CH:13]=1)[C:10]([OH:12])=[O:11])(=[O:4])=[O:3].S([O-])([O-])=O.[Na+].[Na+].[OH-].[Na+].OS(O)(=O)=O. (2) Given the product [ClH:17].[CH:18]1([C:21]2[C:22]([N:28]3[CH2:33][CH2:32][N:31]([C:12]([C:11]4[CH:10]=[CH:9][C:8]([N:3]5[C@H:2]([CH3:1])[CH2:6][O:5][C:4]5=[O:7])=[CH:16][CH:15]=4)=[O:14])[CH2:30][CH2:29]3)=[N:23][CH:24]=[C:25]([CH3:27])[CH:26]=2)[CH2:19][CH2:20]1, predict the reactants needed to synthesize it. The reactants are: [CH3:1][C@@H:2]1[CH2:6][O:5][C:4](=[O:7])[N:3]1[C:8]1[CH:16]=[CH:15][C:11]([C:12]([OH:14])=O)=[CH:10][CH:9]=1.[ClH:17].[CH:18]1([C:21]2[C:22]([N:28]3[CH2:33][CH2:32][NH:31][CH2:30][CH2:29]3)=[N:23][CH:24]=[C:25]([CH3:27])[CH:26]=2)[CH2:20][CH2:19]1.O.[Cl-].COC1N=C(OC)N=C([N+]2(C)CCOCC2)N=1.CN1CCOCC1.[OH-].[Na+].